This data is from TCR-epitope binding with 47,182 pairs between 192 epitopes and 23,139 TCRs. The task is: Binary Classification. Given a T-cell receptor sequence (or CDR3 region) and an epitope sequence, predict whether binding occurs between them. (1) The epitope is IVDTVSALV. The TCR CDR3 sequence is CASSFGDGTDTQYF. Result: 1 (the TCR binds to the epitope). (2) Result: 1 (the TCR binds to the epitope). The epitope is KLGGALQAK. The TCR CDR3 sequence is CSARAVRVSVEQYF. (3) The epitope is YLDAYNMMI. The TCR CDR3 sequence is CASSLAGTGQETQYF. Result: 1 (the TCR binds to the epitope). (4) The epitope is KLGGALQAK. The TCR CDR3 sequence is CASSGTSTMGTEAFF. Result: 1 (the TCR binds to the epitope).